Regression. Given two drug SMILES strings and cell line genomic features, predict the synergy score measuring deviation from expected non-interaction effect. From a dataset of NCI-60 drug combinations with 297,098 pairs across 59 cell lines. Drug 1: COC1=CC(=CC(=C1O)OC)C2C3C(COC3=O)C(C4=CC5=C(C=C24)OCO5)OC6C(C(C7C(O6)COC(O7)C8=CC=CS8)O)O. Drug 2: CN(CC1=CN=C2C(=N1)C(=NC(=N2)N)N)C3=CC=C(C=C3)C(=O)NC(CCC(=O)O)C(=O)O. Cell line: BT-549. Synergy scores: CSS=15.0, Synergy_ZIP=-1.63, Synergy_Bliss=0.693, Synergy_Loewe=-3.89, Synergy_HSA=0.239.